This data is from Reaction yield outcomes from USPTO patents with 853,638 reactions. The task is: Predict the reaction yield, written as a fraction of the theoretical maximum amount of product (1.0 means a 100% yield; for example, 0.34 means a 34% yield). (1) The reactants are [CH3:1][O:2][C:3]1[CH:4]=[C:5]([CH:9]([NH2:11])[CH3:10])[CH:6]=[CH:7][CH:8]=1.[Cl:12][C:13]1[CH:18]=[CH:17][C:16]([C:19]2[O:23][N:22]=[CH:21][C:20]=2[CH2:24][CH2:25][C:26](O)=[O:27])=[CH:15][CH:14]=1.O.ON1C2C=CC=CC=2N=N1.Cl.C(N=C=NCCCN(C)C)C. The catalyst is O.CN(C)C=O. The product is [CH3:1][O:2][C:3]1[CH:4]=[C:5]([CH:9]([NH:11][C:26](=[O:27])[CH2:25][CH2:24][C:20]2[CH:21]=[N:22][O:23][C:19]=2[C:16]2[CH:17]=[CH:18][C:13]([Cl:12])=[CH:14][CH:15]=2)[CH3:10])[CH:6]=[CH:7][CH:8]=1. The yield is 0.880. (2) The reactants are [Br:1][C:2]1[C:3]([OH:18])=[CH:4][CH:5]=[C:6]2[C:10]=1[N:9]([C:11]1[CH:16]=[CH:15][C:14]([F:17])=[CH:13][CH:12]=1)[N:8]=[CH:7]2.Br[CH2:20][CH2:21][C:22]([OH:24])=[O:23].[OH-].[Na+].Cl. The yield is 0.300. The catalyst is C(Cl)Cl.CCOC(C)=O.C1COCC1. The product is [Br:1][C:2]1[C:3]([O:18][CH2:20][CH2:21][C:22]([OH:24])=[O:23])=[CH:4][CH:5]=[C:6]2[C:10]=1[N:9]([C:11]1[CH:16]=[CH:15][C:14]([F:17])=[CH:13][CH:12]=1)[N:8]=[CH:7]2. (3) The reactants are [Br:1][C:2]1[C:3]([C:8]([OH:10])=[O:9])=[N:4][CH:5]=[N:6][CH:7]=1.[C:11](Cl)(=O)C(Cl)=O. The catalyst is C(Cl)Cl.CN(C=O)C. The product is [CH3:11][O:9][C:8]([C:3]1[C:2]([Br:1])=[CH:7][N:6]=[CH:5][N:4]=1)=[O:10]. The yield is 0.390. (4) The yield is 0.930. The catalyst is C(O)C.O.[Zn]. The product is [CH3:15][C:5]1[CH:6]=[C:7]([C:11]([CH3:13])([CH3:12])[CH3:14])[CH:8]=[C:9]([CH3:10])[C:4]=1[NH2:1]. The reactants are [N+:1]([C:4]1[C:9]([CH3:10])=[CH:8][C:7]([C:11]([CH3:14])([CH3:13])[CH3:12])=[CH:6][C:5]=1[CH3:15])([O-])=O.[Cl-].[Cl-].[Ca+2]. (5) The reactants are FC(F)(F)S(O[C:7]1[CH:8]=[CH:9][C:10]2[CH2:11][C@H:12]3[N:24]([CH2:25][CH:26]4[CH2:28][CH2:27]4)[CH2:23][CH2:22][C@:18]45[C:19]=2[C:20]=1[O:21][C@H:17]4[C:16](=[O:29])[CH2:15][CH2:14][C@@:13]35[OH:30])(=O)=O.[CH3:33][N:34](C=O)C. The catalyst is C(OCC)(=O)C.[C-]#N.[Zn+2].[C-]#N.C1C=CC([P]([Pd]([P](C2C=CC=CC=2)(C2C=CC=CC=2)C2C=CC=CC=2)([P](C2C=CC=CC=2)(C2C=CC=CC=2)C2C=CC=CC=2)[P](C2C=CC=CC=2)(C2C=CC=CC=2)C2C=CC=CC=2)(C2C=CC=CC=2)C2C=CC=CC=2)=CC=1. The product is [CH:26]1([CH2:25][N:24]2[CH2:23][CH2:22][C@:18]34[C:19]5[C:20]6[O:21][C@H:17]3[C:16](=[O:29])[CH2:15][CH2:14][C@@:13]4([OH:30])[C@H:12]2[CH2:11][C:10]=5[CH:9]=[CH:8][C:7]=6[C:33]#[N:34])[CH2:27][CH2:28]1. The yield is 0.610. (6) The reactants are [Na+].[Cl:2][C:3]1[CH:4]=[C:5]([NH:17][C:18]2[C:27]3[C:22](=[CH:23][CH:24]=[CH:25][C:26]=3[O:28][CH2:29][C:30]([O-:32])=O)[N:21]=[CH:20][N:19]=2)[CH:6]=[CH:7][C:8]=1[O:9][CH2:10][C:11]1[CH:16]=[CH:15][CH:14]=[CH:13][N:12]=1.CN(C(ON1N=NC2C=CC=NC1=2)=[N+](C)C)C.F[P-](F)(F)(F)(F)F.C[CH2:58][N:59](C(C)C)[CH:60]([CH3:62])[CH3:61].C(NC)(C)C. No catalyst specified. The product is [Cl:2][C:3]1[CH:4]=[C:5]([NH:17][C:18]2[C:27]3[C:22](=[CH:23][CH:24]=[CH:25][C:26]=3[O:28][CH2:29][C:30]([N:59]([CH:60]([CH3:62])[CH3:61])[CH3:58])=[O:32])[N:21]=[CH:20][N:19]=2)[CH:6]=[CH:7][C:8]=1[O:9][CH2:10][C:11]1[CH:16]=[CH:15][CH:14]=[CH:13][N:12]=1. The yield is 0.160.